This data is from Reaction yield outcomes from USPTO patents with 853,638 reactions. The task is: Predict the reaction yield, written as a fraction of the theoretical maximum amount of product (1.0 means a 100% yield; for example, 0.34 means a 34% yield). The reactants are [N-:1]=[N+:2]=[N-:3].[Na+].Cl[C:6]1[N:7]=[C:8]2[CH:22]=[C:21]([Cl:23])[CH:20]=[N:19][C:9]2=[N:10][C:11]=1[N:12]1[CH2:17][CH2:16][N:15]([CH3:18])[CH2:14][CH2:13]1. The catalyst is CCO. The product is [Cl:23][C:21]1[CH:20]=[N:19][C:9]2[N:10]=[C:11]([N:12]3[CH2:17][CH2:16][N:15]([CH3:18])[CH2:14][CH2:13]3)[C:6]3[N:1]([N:2]=[N:3][N:7]=3)[C:8]=2[CH:22]=1. The yield is 0.750.